Dataset: Forward reaction prediction with 1.9M reactions from USPTO patents (1976-2016). Task: Predict the product of the given reaction. (1) Given the reactants [CH3:1][S:2](Cl)(=[O:4])=[O:3].[OH:6][CH:7]1[CH2:12][CH2:11][N:10]([C:13]([O:15][C:16]([CH3:19])([CH3:18])[CH3:17])=[O:14])[CH2:9][CH2:8]1.C(N(CC)CC)C, predict the reaction product. The product is: [CH3:1][S:2]([O:6][CH:7]1[CH2:8][CH2:9][N:10]([C:13]([O:15][C:16]([CH3:19])([CH3:18])[CH3:17])=[O:14])[CH2:11][CH2:12]1)(=[O:4])=[O:3]. (2) Given the reactants C[O:2][C:3](=[O:21])[CH2:4][CH2:5][CH2:6][CH2:7][N:8]1[C:12]([C:13]2[CH:18]=[CH:17][CH:16]=[CH:15][C:14]=2[O:19]C)=[CH:11][N:10]=[N:9]1.Br.[OH-].[Na+], predict the reaction product. The product is: [OH:19][C:14]1[CH:15]=[CH:16][CH:17]=[CH:18][C:13]=1[C:12]1[N:8]([CH2:7][CH2:6][CH2:5][CH2:4][C:3]([OH:21])=[O:2])[N:9]=[N:10][CH:11]=1. (3) Given the reactants [F:1][C:2]([F:18])([F:17])[C:3]1[CH:8]=[CH:7][C:6]([CH2:9][NH2:10])=[C:5]([N:11]2[CH2:16][CH2:15][CH2:14][CH2:13][CH2:12]2)[CH:4]=1.ClC(Cl)(O[C:23](=[O:29])[O:24][C:25](Cl)(Cl)Cl)Cl.[N-:31]=[C:32]=[O:33], predict the reaction product. The product is: [F:18][C:2]([F:1])([F:17])[C:3]1[CH:8]=[CH:7][C:6]([CH2:9][NH:10][C:32]([NH:31][C:3]2[C:25]3[O:24][C:23](=[O:29])[NH:10][C:9]=3[CH:6]=[CH:5][CH:4]=2)=[O:33])=[C:5]([N:11]2[CH2:16][CH2:15][CH2:14][CH2:13][CH2:12]2)[CH:4]=1.